From a dataset of Drug-induced liver injury (DILI) classification data. Regression/Classification. Given a drug SMILES string, predict its toxicity properties. Task type varies by dataset: regression for continuous values (e.g., LD50, hERG inhibition percentage) or binary classification for toxic/non-toxic outcomes (e.g., AMES mutagenicity, cardiotoxicity, hepatotoxicity). Dataset: dili. (1) The compound is CN1CCCC1CCOC(C)(c1ccccc1)c1ccc(Cl)cc1. The result is 0 (no liver injury). (2) The molecule is NC1=NC(=O)C(c2ccccc2)O1. The result is 1 (causes liver injury).